Predict the reactants needed to synthesize the given product. From a dataset of Full USPTO retrosynthesis dataset with 1.9M reactions from patents (1976-2016). (1) Given the product [OH:8][CH2:9][C:10]1[CH:15]=[CH:14][C:13]([NH:16][C:17](=[O:19])[CH3:18])=[C:12]([I:20])[CH:11]=1, predict the reactants needed to synthesize it. The reactants are: [H-].[Al+3].[Li+].[H-].[H-].[H-].C[O:8][C:9](=O)[C:10]1[CH:15]=[CH:14][C:13]([NH:16][C:17](=[O:19])[CH3:18])=[C:12]([I:20])[CH:11]=1. (2) The reactants are: [Br:1][C:2]1[CH:7]=[CH:6][CH:5]=[CH:4][C:3]=1[OH:8].C(=O)([O-])[O-].[K+].[K+].Br[CH2:16][CH2:17][O:18][Si:19]([C:22]([CH3:25])([CH3:24])[CH3:23])([CH3:21])[CH3:20].CN(C)C=O. Given the product [Br:1][C:2]1[CH:7]=[CH:6][CH:5]=[CH:4][C:3]=1[O:8][CH2:16][CH2:17][O:18][Si:19]([C:22]([CH3:25])([CH3:24])[CH3:23])([CH3:21])[CH3:20], predict the reactants needed to synthesize it. (3) Given the product [O:17]=[C:15]1[NH:1][CH:4]2[CH2:9][CH2:8][CH:7]([C:10]([O:12][CH3:13])=[O:11])[CH2:6][CH:5]2[O:14]1, predict the reactants needed to synthesize it. The reactants are: [N:1]([C@@H:4]1[CH2:9][CH2:8][C@@H:7]([C:10]([O:12][CH3:13])=[O:11])[CH2:6][C@H:5]1[O:14][C:15]([O:17]C1C=CC=CC=1)=O)=[N+]=[N-].C1(P(C2C=CC=CC=2)C2C=CC=CC=2)C=CC=CC=1. (4) Given the product [F:2][C:3]1[CH:8]=[CH:7][C:6]([NH:9][C:10]2[C:15]([NH:16][N:17]=[CH:31][C:30]3[C:29]4[C:24](=[CH:25][CH:26]=[CH:27][CH:28]=4)[NH:23][C:22]=3[CH3:21])=[N:14][C:13]3=[N:18][O:19][N:20]=[C:12]3[N:11]=2)=[CH:5][CH:4]=1, predict the reactants needed to synthesize it. The reactants are: Cl.[F:2][C:3]1[CH:8]=[CH:7][C:6]([NH:9][C:10]2[C:15]([NH:16][NH2:17])=[N:14][C:13]3=[N:18][O:19][N:20]=[C:12]3[N:11]=2)=[CH:5][CH:4]=1.[CH3:21][C:22]1[NH:23][C:24]2[C:29]([C:30]=1[CH:31]=O)=[CH:28][CH:27]=[CH:26][CH:25]=2. (5) Given the product [ClH:33].[CH3:29][NH:30][CH2:25][C:16]1[CH:17]=[C:18]([C:19]2[CH:24]=[CH:23][CH:22]=[CH:21][CH:20]=2)[N:14]([S:11]([C:8]2[CH:9]=[CH:10][C:5]([S:2]([CH3:1])(=[O:4])=[O:3])=[CH:6][CH:7]=2)(=[O:13])=[O:12])[CH:15]=1, predict the reactants needed to synthesize it. The reactants are: [CH3:1][S:2]([C:5]1[CH:10]=[CH:9][C:8]([S:11]([N:14]2[C:18]([C:19]3[CH:24]=[CH:23][CH:22]=[CH:21][CH:20]=3)=[CH:17][C:16]([CH:25]=O)=[CH:15]2)(=[O:13])=[O:12])=[CH:7][CH:6]=1)(=[O:4])=[O:3].CO.[CH3:29][NH2:30].[BH4-].[Na+].[ClH:33].C(=O)([O-])O.[Na+]. (6) The reactants are: C(O[C:4]([C:6]1([CH2:12][CH2:13]OC)[CH2:11][CH2:10][NH:9][CH2:8][CH2:7]1)=[O:5])C.[Cl:16][C:17]1[CH:22]=[CH:21][CH:20]=[CH:19][C:18]=1[S:23](Cl)(=[O:25])=[O:24].[Cl:27][C:28]1[CH:33]=[CH:32][C:31]([CH2:34][CH2:35][NH2:36])=[CH:30][CH:29]=1. Given the product [Cl:16][C:17]1[CH:22]=[CH:21][CH:20]=[CH:19][C:18]=1[S:23]([N:9]1[CH2:8][CH2:7][C:6]2([C:4](=[O:5])[N:36]([CH2:35][CH2:34][C:31]3[CH:32]=[CH:33][C:28]([Cl:27])=[CH:29][CH:30]=3)[CH2:13][CH2:12]2)[CH2:11][CH2:10]1)(=[O:25])=[O:24], predict the reactants needed to synthesize it. (7) Given the product [C:29]([C:33]1[CH:38]=[C:37]([CH3:39])[N:36]=[C:35]([NH:40][C:26](=[O:28])[CH2:25][C:5]2[CH:6]=[CH:7][C:8]([C:10]3[N:14]4[CH:15]=[CH:16][C:17]([C:19]5[CH:24]=[CH:23][N:22]=[CH:21][CH:20]=5)=[CH:18][C:13]4=[N:12][CH:11]=3)=[CH:9][C:4]=2[F:3])[CH:34]=1)([CH3:32])([CH3:31])[CH3:30], predict the reactants needed to synthesize it. The reactants are: Cl.Cl.[F:3][C:4]1[CH:9]=[C:8]([C:10]2[N:14]3[CH:15]=[CH:16][C:17]([C:19]4[CH:24]=[CH:23][N:22]=[CH:21][CH:20]=4)=[CH:18][C:13]3=[N:12][CH:11]=2)[CH:7]=[CH:6][C:5]=1[CH2:25][C:26]([OH:28])=O.[C:29]([C:33]1[CH:38]=[C:37]([CH3:39])[N:36]=[C:35]([NH2:40])[CH:34]=1)([CH3:32])([CH3:31])[CH3:30].CN(C(ON1N=NC2C=CC=NC1=2)=[N+](C)C)C.F[P-](F)(F)(F)(F)F.C(N(C(C)C)CC)(C)C. (8) Given the product [Cl:1][C:2]1[C:7]([Cl:8])=[C:14]([CH3:18])[C:15]([S:12][CH3:11])=[CH:16][N:3]=1, predict the reactants needed to synthesize it. The reactants are: [Cl:1][C:2]1[C:7]([Cl:8])=CC(CCl)=C[N:3]=1.[CH3:11][S-:12].[Na+].[CH2:14]1[CH2:18]O[CH2:16][CH2:15]1. (9) Given the product [NH2:23][C:7]1[CH:8]=[C:9]2[C:4](=[CH:5][CH:6]=1)[N:3]=[C:2]([CH3:1])[C:11]([C:12]([O:14][CH2:15][CH3:16])=[O:13])=[C:10]2[C:17]1[CH:18]=[CH:19][CH:20]=[CH:21][CH:22]=1, predict the reactants needed to synthesize it. The reactants are: [CH3:1][C:2]1[C:11]([C:12]([O:14][CH2:15][CH3:16])=[O:13])=[C:10]([C:17]2[CH:22]=[CH:21][CH:20]=[CH:19][CH:18]=2)[C:9]2[C:4](=[CH:5][CH:6]=[C:7]([N+:23]([O-])=O)[CH:8]=2)[N:3]=1.